Dataset: Catalyst prediction with 721,799 reactions and 888 catalyst types from USPTO. Task: Predict which catalyst facilitates the given reaction. Reactant: [C:1]([C:3]1[CH:8]=[CH:7][C:6]([C:9]2[N:13]3[N:14]=[C:15]([C:18]4[CH:26]=[CH:25][C:21]([C:22](O)=[O:23])=[CH:20][CH:19]=4)[CH:16]=[CH:17][C:12]3=[N:11][CH:10]=2)=[CH:5][CH:4]=1)#[N:2].CN(C(ON1N=NC2C=CC=NC1=2)=[N+](C)C)C.F[P-](F)(F)(F)(F)F.CN1CCOCC1.[NH:58]1[CH2:63][CH2:62][CH:61]([CH2:64][NH:65][C:66](=[O:72])[O:67][C:68]([CH3:71])([CH3:70])[CH3:69])[CH2:60][CH2:59]1. Product: [C:1]([C:3]1[CH:4]=[CH:5][C:6]([C:9]2[N:13]3[N:14]=[C:15]([C:18]4[CH:26]=[CH:25][C:21]([C:22]([N:58]5[CH2:63][CH2:62][CH:61]([CH2:64][NH:65][C:66](=[O:72])[O:67][C:68]([CH3:69])([CH3:71])[CH3:70])[CH2:60][CH2:59]5)=[O:23])=[CH:20][CH:19]=4)[CH:16]=[CH:17][C:12]3=[N:11][CH:10]=2)=[CH:7][CH:8]=1)#[N:2]. The catalyst class is: 18.